Dataset: Full USPTO retrosynthesis dataset with 1.9M reactions from patents (1976-2016). Task: Predict the reactants needed to synthesize the given product. (1) Given the product [CH3:1][C:2]1[CH:20]=[CH:19][C:5]([CH2:6][NH:7][C:8]([C:10]2[N:11]=[C:12]([C:12]3[NH:13][C:14]([CH2:15][CH2:16][CH3:17])=[C:10]([C:8]([NH:7][CH2:6][C:5]4[CH:19]=[CH:20][C:2]([CH3:1])=[CH:3][CH:4]=4)=[O:9])[N:11]=3)[NH:13][C:14]=2[CH2:15][CH2:16][CH3:17])=[O:9])=[CH:4][CH:3]=1, predict the reactants needed to synthesize it. The reactants are: [CH3:1][C:2]1[CH:20]=[CH:19][C:5]([CH2:6][NH:7][C:8]([C:10]2[N:11]=[C:12](I)[NH:13][C:14]=2[CH2:15][CH2:16][CH3:17])=[O:9])=[CH:4][CH:3]=1. (2) Given the product [Cl:26][C:27]1[CH:28]=[C:29]([CH:33]=[CH:34][C:35]=1[S:36](=[O:47])(=[O:46])[NH:37][C:38]1[N:39]=[N:40][C:41]([Cl:45])=[CH:42][C:43]=1[OH:44])[C:30]([N:6]([CH2:7][CH3:2])[CH2:5][CH3:4])=[O:32], predict the reactants needed to synthesize it. The reactants are: Cl[C:2]1C(O)=[C:4](NS(C2C=C(C=CC=2)C(N(CC)CC)=O)(=O)=O)[CH:5]=[N:6][CH:7]=1.[Cl:26][C:27]1[CH:28]=[C:29]([CH:33]=[CH:34][C:35]=1[S:36](=[O:47])(=[O:46])[NH:37][C:38]1[N:39]=[N:40][C:41]([Cl:45])=[CH:42][C:43]=1[OH:44])[C:30]([OH:32])=O.ClC1C(O)=C(NS(C2C=C(C=CC=2)C(O)=O)(=O)=O)C=NC=1. (3) Given the product [CH3:6][O:7][C:8](=[O:17])[CH2:9][CH:10]1[CH2:15][CH2:14][CH:13]([NH:19][CH3:18])[CH2:12][CH2:11]1, predict the reactants needed to synthesize it. The reactants are: O1CCCC1.[CH3:6][O:7][C:8](=[O:17])[CH2:9][CH:10]1[CH2:15][CH2:14][C:13](=O)[CH2:12][CH2:11]1.[CH3:18][NH2:19].C(O[BH-](OC(=O)C)OC(=O)C)(=O)C.[Na+]. (4) The reactants are: [CH3:1][O:2][C:3]1[CH:8]=[CH:7][CH:6]=[C:5]([O:9][CH3:10])[CH:4]=1.[Li]CCCC.[CH3:16][O:17][C:18](=[O:29])[C:19]1[CH:24]=[C:23]([N+:25]([O-:27])=[O:26])[CH:22]=[CH:21][C:20]=1Br. Given the product [CH3:1][O:2][C:3]1[CH:8]=[CH:7][CH:6]=[C:5]([O:9][CH3:10])[C:4]=1[C:20]1[C:19]([C:18]([O:17][CH3:16])=[O:29])=[CH:24][C:23]([N+:25]([O-:27])=[O:26])=[CH:22][CH:21]=1, predict the reactants needed to synthesize it. (5) Given the product [CH2:14]([O:13][C:11]([C:10]1[CH:9]=[N:8][N:7]2[C:2]([NH:32][C:33]3[CH:38]=[CH:37][CH:36]=[C:35]([CH3:39])[CH:34]=3)=[C:3]([C:16]([N:18]3[CH2:23][CH2:22][C:21]4([C:27]5[CH:28]=[CH:29][CH:30]=[CH:31][C:26]=5[O:25][CH2:24]4)[CH2:20][CH2:19]3)=[O:17])[CH:4]=[N:5][C:6]=12)=[O:12])[CH3:15], predict the reactants needed to synthesize it. The reactants are: Cl[C:2]1[N:7]2[N:8]=[CH:9][C:10]([C:11]([O:13][CH2:14][CH3:15])=[O:12])=[C:6]2[N:5]=[CH:4][C:3]=1[C:16]([N:18]1[CH2:23][CH2:22][C:21]2([C:27]3[CH:28]=[CH:29][CH:30]=[CH:31][C:26]=3[O:25][CH2:24]2)[CH2:20][CH2:19]1)=[O:17].[NH2:32][C:33]1[CH:38]=[CH:37][CH:36]=[C:35]([CH3:39])[CH:34]=1.